From a dataset of Catalyst prediction with 721,799 reactions and 888 catalyst types from USPTO. Predict which catalyst facilitates the given reaction. (1) Reactant: C([O:4][C:5]1[CH:10]=[CH:9][CH:8]=[CH:7][C:6]=1[C:11]([N:13]1[CH2:18][CH2:17][CH:16]([N:19]2[C:23](=[O:24])[C:22]([CH3:26])([CH3:25])[C:21]([C:27]3[CH:32]=[CH:31][C:30]([O:33][CH3:34])=[C:29]([O:35][CH3:36])[CH:28]=3)=[N:20]2)[CH2:15][CH2:14]1)=[O:12])(=O)C.[OH-].[Na+].Cl. Product: [CH3:36][O:35][C:29]1[CH:28]=[C:27]([C:21]2[C:22]([CH3:26])([CH3:25])[C:23](=[O:24])[N:19]([CH:16]3[CH2:17][CH2:18][N:13]([C:11]([C:6]4[CH:7]=[CH:8][CH:9]=[CH:10][C:5]=4[OH:4])=[O:12])[CH2:14][CH2:15]3)[N:20]=2)[CH:32]=[CH:31][C:30]=1[O:33][CH3:34]. The catalyst class is: 1. (2) Reactant: C[O:2][C:3](=[O:24])[C:4]1[C:9]([N+:10]([O-:12])=[O:11])=[CH:8][CH:7]=[CH:6][C:5]=1[NH:13][CH2:14][CH2:15][NH:16][C:17]([O:19][C:20]([CH3:23])([CH3:22])[CH3:21])=[O:18].[OH-].[Li+]. Product: [C:20]([O:19][C:17]([NH:16][CH2:15][CH2:14][NH:13][C:5]1[CH:6]=[CH:7][CH:8]=[C:9]([N+:10]([O-:12])=[O:11])[C:4]=1[C:3]([OH:24])=[O:2])=[O:18])([CH3:23])([CH3:21])[CH3:22]. The catalyst class is: 299. (3) Reactant: [C:1]([O:5][C:6](=[O:24])[NH:7][C@:8]([CH2:22][OH:23])([CH3:21])[CH2:9][CH2:10][C:11]1[CH:16]=[CH:15][C:14]([OH:17])=[C:13]([N+:18]([O-])=O)[CH:12]=1)([CH3:4])([CH3:3])[CH3:2].[H][H]. Product: [C:1]([O:5][C:6](=[O:24])[NH:7][C@:8]([CH2:22][OH:23])([CH3:21])[CH2:9][CH2:10][C:11]1[CH:16]=[CH:15][C:14]([OH:17])=[C:13]([NH2:18])[CH:12]=1)([CH3:4])([CH3:2])[CH3:3]. The catalyst class is: 29. (4) Reactant: [Br:1][C:2]1[C:3]([NH:32][CH2:33][C:34]2[CH:39]=[CH:38][CH:37]=[CH:36][C:35]=2[N+:40]([O-])=O)=[C:4]([NH:25][S:26]([CH2:29][CH2:30][CH3:31])(=[O:28])=[O:27])[CH:5]=[C:6]([CH:8]2[C:17]3[C:16](=[O:18])[CH2:15][CH:14]([CH2:19][CH2:20][CH3:21])[CH2:13][C:12]=3[NH:11][C:10]([CH3:22])=[C:9]2[C:23]#[N:24])[CH:7]=1.C(O)(=O)C. Product: [NH2:40][C:35]1[CH:36]=[CH:37][CH:38]=[CH:39][C:34]=1[CH2:33][NH:32][C:3]1[C:2]([Br:1])=[CH:7][C:6]([CH:8]2[C:17]3[C:16](=[O:18])[CH2:15][CH:14]([CH2:19][CH2:20][CH3:21])[CH2:13][C:12]=3[NH:11][C:10]([CH3:22])=[C:9]2[C:23]#[N:24])=[CH:5][C:4]=1[NH:25][S:26]([CH2:29][CH2:30][CH3:31])(=[O:27])=[O:28]. The catalyst class is: 324.